Dataset: Peptide-MHC class II binding affinity with 134,281 pairs from IEDB. Task: Regression. Given a peptide amino acid sequence and an MHC pseudo amino acid sequence, predict their binding affinity value. This is MHC class II binding data. The peptide sequence is IGITDRDFIEGVHGG. The MHC is HLA-DQA10103-DQB10603 with pseudo-sequence HLA-DQA10103-DQB10603. The binding affinity (normalized) is 0.